Dataset: NCI-60 drug combinations with 297,098 pairs across 59 cell lines. Task: Regression. Given two drug SMILES strings and cell line genomic features, predict the synergy score measuring deviation from expected non-interaction effect. (1) Drug 1: CC=C1C(=O)NC(C(=O)OC2CC(=O)NC(C(=O)NC(CSSCCC=C2)C(=O)N1)C(C)C)C(C)C. Drug 2: CCCCC(=O)OCC(=O)C1(CC(C2=C(C1)C(=C3C(=C2O)C(=O)C4=C(C3=O)C=CC=C4OC)O)OC5CC(C(C(O5)C)O)NC(=O)C(F)(F)F)O. Cell line: HS 578T. Synergy scores: CSS=41.9, Synergy_ZIP=3.87, Synergy_Bliss=7.18, Synergy_Loewe=5.29, Synergy_HSA=8.52. (2) Drug 1: CCN(CC)CCCC(C)NC1=C2C=C(C=CC2=NC3=C1C=CC(=C3)Cl)OC. Drug 2: C1C(C(OC1N2C=NC3=C2NC=NCC3O)CO)O. Cell line: SR. Synergy scores: CSS=11.0, Synergy_ZIP=-0.732, Synergy_Bliss=-2.98, Synergy_Loewe=-26.0, Synergy_HSA=-3.19. (3) Drug 1: COC1=C(C=C2C(=C1)N=CN=C2NC3=CC(=C(C=C3)F)Cl)OCCCN4CCOCC4. Drug 2: C(CN)CNCCSP(=O)(O)O. Cell line: NCI/ADR-RES. Synergy scores: CSS=9.62, Synergy_ZIP=-4.70, Synergy_Bliss=-2.23, Synergy_Loewe=-29.2, Synergy_HSA=-4.92. (4) Drug 1: CC1C(C(=O)NC(C(=O)N2CCCC2C(=O)N(CC(=O)N(C(C(=O)O1)C(C)C)C)C)C(C)C)NC(=O)C3=C4C(=C(C=C3)C)OC5=C(C(=O)C(=C(C5=N4)C(=O)NC6C(OC(=O)C(N(C(=O)CN(C(=O)C7CCCN7C(=O)C(NC6=O)C(C)C)C)C)C(C)C)C)N)C. Synergy scores: CSS=20.9, Synergy_ZIP=6.78, Synergy_Bliss=6.21, Synergy_Loewe=-5.89, Synergy_HSA=-6.93. Cell line: HL-60(TB). Drug 2: CC1=C2C(C(=O)C3(C(CC4C(C3C(C(C2(C)C)(CC1OC(=O)C(C(C5=CC=CC=C5)NC(=O)OC(C)(C)C)O)O)OC(=O)C6=CC=CC=C6)(CO4)OC(=O)C)O)C)O. (5) Synergy scores: CSS=33.6, Synergy_ZIP=-10.6, Synergy_Bliss=-1.08, Synergy_Loewe=-4.00, Synergy_HSA=-2.44. Drug 2: N.N.Cl[Pt+2]Cl. Cell line: HS 578T. Drug 1: C1=C(C(=O)NC(=O)N1)F. (6) Drug 1: C1CN(CCN1C(=O)CCBr)C(=O)CCBr. Drug 2: C1CC(=O)NC(=O)C1N2C(=O)C3=CC=CC=C3C2=O. Cell line: CAKI-1. Synergy scores: CSS=8.91, Synergy_ZIP=-4.04, Synergy_Bliss=-1.50, Synergy_Loewe=-5.99, Synergy_HSA=-2.98.